Dataset: Experimentally validated miRNA-target interactions with 360,000+ pairs, plus equal number of negative samples. Task: Binary Classification. Given a miRNA mature sequence and a target amino acid sequence, predict their likelihood of interaction. (1) The miRNA is mmu-miR-1199-5p with sequence UCUGAGUCCCGGUCGCGCGG. The protein sequence of the target gene is MALFHIARYAGPEAAGQGDTDAEAGSRARVLLERLQNRARERQQREPELETTGTAGEGEAAAAGKRRRRPRRRRRVSGSATPNSEAPRAKRRKADKDVDAGRGEEAPEELSAGAEDPGANPQEDVQRPPAPGRVLGDFARRKTPKVQPFLPAWLAKPSCVKKSVTEDLTPIEDIPEVHPDLQKQLRANGITSYFPVQAAVIPALLESADHGFLIGRGGYQPSDLCVSAPTGSGKTLAFVIPVVQALLHRVVCHIRALVVLPTKELAQQVSKVFNIYTDTTPLRVALVTGQKSLAKEQESL.... Result: 0 (no interaction). (2) The protein sequence of the target gene is MEANPAGSGAGGGGSSGIGGEDGVHFQSYPFDFLEFLNHQRFEPMELYGEHAKAVAALPCAPGPPPQPPPQPPPPQYDYPPQSTFKPKAEVPSSSSSSSSSSSSSSSSSSSSSSSSSQAKKPDPPLPPAFGAPPPPLFDAAFPTPQWGIVDLSGHQHLFGNLKRGGPASGPGVTPGLGAPAGAPGPLPAPSQTPPGPPAAAACDPTKDDKGYFRRLKYLMERRFPCGVCQKSFKQSSHLVQHMLVHSGERPYECGVCGRTYNHVSSLIRHRRCHKDVPPAAGGPPQPGPHLPPLGLPAPA.... The miRNA is hsa-miR-4769-3p with sequence UCUGCCAUCCUCCCUCCCCUAC. Result: 1 (interaction). (3) The miRNA is mmu-miR-7b-5p with sequence UGGAAGACUUGUGAUUUUGUUGUU. The protein sequence of the target gene is MAAVSLRLGDLVWGKLGRYPPWPGKIVNPPKDLKKPRGKKCFFVKFFGTEDHAWIKVEQLKPYHAHKEEMIKINKGKRFQQAVDAVEEFLRRAKGKDQTSSHTSADDKNRRNSSEERSRPNSGDEKRKLSLSEGKVKKNMGEGKKRVTSGSADRGSKCLKRAQEQSPRKRGRPPKDEKDLTIPESSTVKGMMAGPMAAFKWQPTATEPVKDADPHFHHFLLSQTEKPAVCYQAITKKLKICEEETGSTSIQAADSTAVNGSITPTDKKIGFLGLGLMGSGIVSNLLKMGHTVTVWNRTAE.... Result: 1 (interaction). (4) The miRNA is hsa-miR-8073 with sequence ACCUGGCAGCAGGGAGCGUCGU. The protein sequence of the target gene is MGRSNSRSHSSRSKSRSQSSSRSRSRSHSRKKRYSSRSRSRTYSRSRSRDRIYSRDYRRDYRNNRGMRRPYGYRGRGRGYYQGGGGRYHRGGYRPVWNRRHSRSPRRGRSRSRSPKRRSVSSQRSRSRSRRSYRSSRSPRSSSSRSSSPYSKSPVSKRRGSQEKQTKKAEGEPQEESPLKSKSQEEPKDTFEHDPSESIDEFNKSATSGDIWPGLSAYDNSPRSPHSPSPIATPPSQSSSCSDAPMLSTVHSAKNTPSQHSHSIQHSPERSGSGSVGNGSSRYSPSQNSPIHHIPSRRSP.... Result: 0 (no interaction). (5) The miRNA is mmu-miR-129-2-3p with sequence AAGCCCUUACCCCAAAAAGCAU. The protein sequence of the target gene is MSGGLFYNPFLRPNKGLLKKPDKEYLRLIPKCFQTPGAAGVVDVRGPQPPLCFYQDSLTVVGGDEDGKGMWWRQRAQEGTARPEADTHGSPLDFHVYDILETVYTHEKCAVIPSDKQGYVVPCGIVIKLLGRRKADGASVCVNVFGQQAYFYASAPQGLDVEFAVLSALKASTFDRRTPCRVSVEKVTRRSIMGYGNHAGDYHKITLSHPNSVCHVATWLQDKHGCRIFEANVDATRRFVLDNDFVTFGWYSCRRAIPRLQHRDSYAELEYDCEVGDLSVRREDSSWPSYQALAFDIECL.... Result: 0 (no interaction). (6) The miRNA is hsa-miR-7111-5p with sequence UGGGGGAGGAAGGACAGGCCAU. The protein sequence of the target gene is MRGYHGDRGSHPRPARFADQQHMDVGPAARAPYLLGSREAFSTEPRFCAPRAGLGHISPEGPLSLSEGPSVGPEGGPAGAGVGGGSSTFPRMYPGQGPFDTCEDCVGHPQGKGAPRLPPTLLDQFEKQLPVQQDGFHTLPYQRGPAGAGPGPAPGTGTAPEPRSESPSRIRHLVHSVQKLFAKSHSLEAPGKRDYNGPKAEGRGGSGGDSYPGPGSGGPHTSHHHHHHHHHHHHQSRHGKRSKSKDRKGDGRHQAKSTGWWSSDDNLDSDSGFLAGGRPPGEPGGPFCLEGPDGSYRDLS.... Result: 1 (interaction). (7) The miRNA is hsa-miR-653-3p with sequence UUCACUGGAGUUUGUUUCAAUA. The protein sequence of the target gene is MLIEDVDALKSWLAKLLEPICDADPSALANYVVALVKKDKPEKELKAFCADQLDVFLQKETSGFVDKLFESLYTKNYLPPLEPVKPEPKPLVQEKEEIKEEVFQEPAEEERDTRKKKYPSPQKSRSESSERRTREKKREDGKWRDYERYYERNELYREKYDWRRGRSKSRSKSRGLSRSRSRSRGRSKDRDPNRNVEHRERSKFKSERNDLESSYVPVSAPPPSSSEQYSSGAQSIPSTVTVIAPAHHSENTTESWSNYYNNHSSSNSFGRNPPPKRRCRDYDERGFCVLGDLCQFDHGN.... Result: 0 (no interaction). (8) The miRNA is mmu-miR-421-5p with sequence CUCAUUAAAUGUUUGUUGAAU. The protein sequence of the target gene is MGELFRSEEMTLAQLFLQSEAAYCCVSELGELGKVQFRDLNPDVNVFQRKFVNEVRRCEEMDRKLRFVEKEIRKANIPIMDTGENPEVPFPRDMIDLEANFEKIENELKEINTNQEALKRNFLELTELKFILRKTQQFFDEMADPDLLEESSSLLEPSEMGRGTPLRLGFVAGVINRERIPTFERMLWRVCRGNVFLRQAEIENPLEDPVTGDYVHKSVFIIFFQGDQLKNRVKKICEGFRASLYPCPETPQERKEMASGVNTRIDDLQMVLNQTEDHRQRVLQAAAKNIRVWFIKVRKM.... Result: 0 (no interaction).